Dataset: NCI-60 drug combinations with 297,098 pairs across 59 cell lines. Task: Regression. Given two drug SMILES strings and cell line genomic features, predict the synergy score measuring deviation from expected non-interaction effect. (1) Drug 1: CS(=O)(=O)C1=CC(=C(C=C1)C(=O)NC2=CC(=C(C=C2)Cl)C3=CC=CC=N3)Cl. Drug 2: C(CCl)NC(=O)N(CCCl)N=O. Cell line: SK-MEL-28. Synergy scores: CSS=-3.10, Synergy_ZIP=3.18, Synergy_Bliss=3.44, Synergy_Loewe=-4.75, Synergy_HSA=-3.47. (2) Cell line: HCT-15. Drug 2: CC1CCCC2(C(O2)CC(NC(=O)CC(C(C(=O)C(C1O)C)(C)C)O)C(=CC3=CSC(=N3)C)C)C. Drug 1: CCN(CC)CCNC(=O)C1=C(NC(=C1C)C=C2C3=C(C=CC(=C3)F)NC2=O)C. Synergy scores: CSS=43.4, Synergy_ZIP=9.69, Synergy_Bliss=9.36, Synergy_Loewe=-22.7, Synergy_HSA=9.83.